Dataset: Full USPTO retrosynthesis dataset with 1.9M reactions from patents (1976-2016). Task: Predict the reactants needed to synthesize the given product. Given the product [ClH:41].[F:38][C:28]1[CH:27]=[C:26]([S:23]([NH:22][C:16]2[CH:15]=[C:14]([N:12]([CH3:13])[C:10](=[O:11])[C:9]([CH3:40])([CH3:39])[NH2:5])[CH:19]=[CH:18][C:17]=2[O:20][CH3:21])(=[O:25])=[O:24])[CH:31]=[CH:30][C:29]=1[C:32]1[O:33][C:34]([CH3:37])=[CH:35][CH:36]=1, predict the reactants needed to synthesize it. The reactants are: CC([N:5]([C:9]([CH3:40])([CH3:39])[C:10]([N:12]([C:14]1[CH:19]=[CH:18][C:17]([O:20][CH3:21])=[C:16]([NH:22][S:23]([C:26]2[CH:31]=[CH:30][C:29]([C:32]3[O:33][C:34]([CH3:37])=[CH:35][CH:36]=3)=[C:28]([F:38])[CH:27]=2)(=[O:25])=[O:24])[CH:15]=1)[CH3:13])=[O:11])C(=O)[O-])(C)C.[ClH:41].